This data is from Forward reaction prediction with 1.9M reactions from USPTO patents (1976-2016). The task is: Predict the product of the given reaction. (1) The product is: [Cl:28][C:26]1[CH:25]=[C:24]([S:29]([NH:1][C:2]2[CH:3]=[C:4]([CH:16]=[CH:17][C:18]=2[O:19][CH3:20])[C:5]([NH:7][C:8]2[CH:13]=[CH:12][C:11]([Cl:14])=[C:10]([Cl:15])[CH:9]=2)=[O:6])(=[O:30])=[O:31])[CH:23]=[C:22]([Cl:21])[CH:27]=1. Given the reactants [NH2:1][C:2]1[CH:3]=[C:4]([CH:16]=[CH:17][C:18]=1[O:19][CH3:20])[C:5]([NH:7][C:8]1[CH:13]=[CH:12][C:11]([Cl:14])=[C:10]([Cl:15])[CH:9]=1)=[O:6].[Cl:21][C:22]1[CH:23]=[C:24]([S:29](Cl)(=[O:31])=[O:30])[CH:25]=[C:26]([Cl:28])[CH:27]=1, predict the reaction product. (2) Given the reactants [CH2:1]([O:3][C:4](=[O:38])[CH2:5][N:6]1[CH:10]([C:11]2[CH:16]=[CH:15][C:14]([C:17]3[C:22]4[O:23][C:24]5[CH:29]=[CH:28][CH:27]=[CH:26][C:25]=5[C:21]=4[CH:20]=[CH:19][CH:18]=3)=[CH:13][CH:12]=2)[CH2:9][C:8]([C:30]2[CH:35]=[CH:34][C:33]([O:36][CH3:37])=[CH:32][CH:31]=2)=[N:7]1)[CH3:2].C(C1C(=O)C(Cl)=C(Cl)C(=O)C=1C#N)#N, predict the reaction product. The product is: [CH2:1]([O:3][C:4](=[O:38])[CH2:5][N:6]1[C:10]([C:11]2[CH:12]=[CH:13][C:14]([C:17]3[C:22]4[O:23][C:24]5[CH:29]=[CH:28][CH:27]=[CH:26][C:25]=5[C:21]=4[CH:20]=[CH:19][CH:18]=3)=[CH:15][CH:16]=2)=[CH:9][C:8]([C:30]2[CH:31]=[CH:32][C:33]([O:36][CH3:37])=[CH:34][CH:35]=2)=[N:7]1)[CH3:2].